From a dataset of Reaction yield outcomes from USPTO patents with 853,638 reactions. Predict the reaction yield, written as a fraction of the theoretical maximum amount of product (1.0 means a 100% yield; for example, 0.34 means a 34% yield). (1) The reactants are COP([CH2:7][C:8]([O:10][CH3:11])=[O:9])(OC)=O.[H-].[Na+].[CH:14]([C:16]1[CH:17]=[C:18]([CH:21]=[CH:22][CH:23]=1)[C:19]#[N:20])=O. The catalyst is C1COCC1.CCCCCCC. The product is [C:19]([C:18]1[CH:17]=[C:16](/[CH:14]=[CH:7]/[C:8]([O:10][CH3:11])=[O:9])[CH:23]=[CH:22][CH:21]=1)#[N:20]. The yield is 0.930. (2) The yield is 0.130. The reactants are Br[C:2]1[CH:7]=[CH:6][C:5]([NH:8][N:9]2[C:17](=[O:18])[C:16]3[C:11](=[CH:12][CH:13]=[CH:14][CH:15]=3)[C:10]2=[O:19])=[CH:4][CH:3]=1.C([O-])([O-])=O.[K+].[K+].CO[CH2:28][CH2:29]OC. The product is [CH:28]([C:2]1[CH:7]=[CH:6][C:5]([NH:8][N:9]2[C:17](=[O:18])[C:16]3[C:11](=[CH:12][CH:13]=[CH:14][CH:15]=3)[C:10]2=[O:19])=[CH:4][CH:3]=1)=[CH2:29]. The catalyst is O.C1C=CC([P]([Pd]([P](C2C=CC=CC=2)(C2C=CC=CC=2)C2C=CC=CC=2)([P](C2C=CC=CC=2)(C2C=CC=CC=2)C2C=CC=CC=2)[P](C2C=CC=CC=2)(C2C=CC=CC=2)C2C=CC=CC=2)(C2C=CC=CC=2)C2C=CC=CC=2)=CC=1. (3) The reactants are [CH2:1]([C@@:4]1([C:20]2[CH:25]=[CH:24][CH:23]=[CH:22][CH:21]=2)[O:9][C:8](=[O:10])[N:7]([C@H:11]([C:13]2[CH:18]=[CH:17][C:16]([Br:19])=[CH:15][CH:14]=2)[CH3:12])[CH2:6][CH2:5]1)[CH:2]=C.[O:26]=[O+][O-].[BH4-].[Na+]. The catalyst is C(Cl)Cl. The product is [Br:19][C:16]1[CH:17]=[CH:18][C:13]([C@@H:11]([N:7]2[CH2:6][CH2:5][C@:4]([CH2:1][CH2:2][OH:26])([C:20]3[CH:21]=[CH:22][CH:23]=[CH:24][CH:25]=3)[O:9][C:8]2=[O:10])[CH3:12])=[CH:14][CH:15]=1. The yield is 0.840.